Dataset: Catalyst prediction with 721,799 reactions and 888 catalyst types from USPTO. Task: Predict which catalyst facilitates the given reaction. (1) Reactant: [F:1][C:2]1[CH:7]=[CH:6][C:5]([CH:8]([OH:38])[CH2:9][N:10]2[C:15](=[O:16])[C:14]([CH2:17][C:18]3[CH:23]=[CH:22][C:21]([C:24]4[C:25]([C:30]#[N:31])=[CH:26][CH:27]=[CH:28][CH:29]=4)=[CH:20][CH:19]=3)=[C:13]([CH2:32][CH2:33][CH3:34])[N:12]3[N:35]=[CH:36][N:37]=[C:11]23)=[CH:4][CH:3]=1.N1C(C)=CC=CC=1C.O1CCCC1.FC(F)(F)S(O[Si:58]([C:61]([CH3:64])([CH3:63])[CH3:62])([CH3:60])[CH3:59])(=O)=O. Product: [Si:58]([O:38][CH:8]([C:5]1[CH:6]=[CH:7][C:2]([F:1])=[CH:3][CH:4]=1)[CH2:9][N:10]1[C:15](=[O:16])[C:14]([CH2:17][C:18]2[CH:23]=[CH:22][C:21]([C:24]3[C:25]([C:30]#[N:31])=[CH:26][CH:27]=[CH:28][CH:29]=3)=[CH:20][CH:19]=2)=[C:13]([CH2:32][CH2:33][CH3:34])[N:12]2[N:35]=[CH:36][N:37]=[C:11]12)([C:61]([CH3:64])([CH3:63])[CH3:62])([CH3:60])[CH3:59]. The catalyst class is: 13. (2) Product: [OH:8][CH:1]([C:2]1[CH:3]=[CH:4][CH:5]=[CH:6][CH:7]=1)[CH:9]1[CH2:13][CH2:12][N:11]([C:14]([O:16][C:17]([CH3:19])([CH3:20])[CH3:18])=[O:15])[CH2:10]1. The catalyst class is: 5. Reactant: [C:1]([CH:9]1[CH2:13][CH2:12][N:11]([C:14]([O:16][C:17]([CH3:20])([CH3:19])[CH3:18])=[O:15])[CH2:10]1)(=[O:8])[C:2]1[CH:7]=[CH:6][CH:5]=[CH:4][CH:3]=1.[BH4-].[Na+].